From a dataset of Forward reaction prediction with 1.9M reactions from USPTO patents (1976-2016). Predict the product of the given reaction. The product is: [CH3:28][O:29][C:30](=[O:56])[CH2:31][C:32]1[C:33](=[O:55])[N:34]([CH2:53][CH3:54])[C:35]2[C:40]([CH:41]=1)=[CH:39][CH:38]=[C:37]([O:42][CH2:43][CH2:44][NH2:45])[CH:36]=2. Given the reactants COC(=O)CC1CC2C(=CC(OCCNC(OC(C)(C)C)=O)=CC=2)NC1=O.[CH3:28][O:29][C:30](=[O:56])[CH2:31][C:32]1[C:33](=[O:55])[N:34]([CH2:53][CH3:54])[C:35]2[C:40]([CH:41]=1)=[CH:39][CH:38]=[C:37]([O:42][CH2:43][CH2:44][NH:45]C(OC(C)(C)C)=O)[CH:36]=2, predict the reaction product.